Dataset: Catalyst prediction with 721,799 reactions and 888 catalyst types from USPTO. Task: Predict which catalyst facilitates the given reaction. (1) Reactant: B(Br)(Br)Br.[Cl:5][C:6]1[C:12]([O:13]C)=[CH:11][C:9]([NH2:10])=[CH:8][C:7]=1[O:15][CH3:16]. Product: [NH2:10][C:9]1[CH:8]=[C:7]([O:15][CH3:16])[C:6]([Cl:5])=[C:12]([OH:13])[CH:11]=1. The catalyst class is: 2. (2) Reactant: C([N:8]1[CH2:13][CH2:12][N:11]([C:14]2[N:19]=[CH:18][C:17]([N:20]([CH3:40])[C:21](=[O:39])[C:22]([C:25]3[CH:30]=[C:29]([C:31]([F:34])([F:33])[F:32])[CH:28]=[C:27]([C:35]([F:38])([F:37])[F:36])[CH:26]=3)([CH3:24])[CH3:23])=[C:16]([C:41]3[CH:46]=[CH:45][C:44]([F:47])=[CH:43][C:42]=3[CH3:48])[CH:15]=2)[C@H:10]([CH3:49])[CH2:9]1)C1C=CC=CC=1. Product: [F:38][C:35]([F:36])([F:37])[C:27]1[CH:26]=[C:25]([C:22]([CH3:23])([CH3:24])[C:21]([N:20]([C:17]2[CH:18]=[N:19][C:14]([N:11]3[CH2:12][CH2:13][NH:8][CH2:9][C@H:10]3[CH3:49])=[CH:15][C:16]=2[C:41]2[CH:46]=[CH:45][C:44]([F:47])=[CH:43][C:42]=2[CH3:48])[CH3:40])=[O:39])[CH:30]=[C:29]([C:31]([F:32])([F:33])[F:34])[CH:28]=1. The catalyst class is: 15. (3) Reactant: Cl.[F:2][C:3]([F:17])([F:16])[C:4]1[CH:5]=[C:6]([N:10]2[CH2:15][CH2:14][NH:13][CH2:12][CH2:11]2)[CH:7]=[CH:8][CH:9]=1.[N:18]#[C:19]Br.C(N(CC)CC)C. Product: [F:17][C:3]([F:2])([F:16])[C:4]1[CH:5]=[C:6]([N:10]2[CH2:15][CH2:14][N:13]([C:19]#[N:18])[CH2:12][CH2:11]2)[CH:7]=[CH:8][CH:9]=1. The catalyst class is: 1. (4) Reactant: [CH:1]1([N:5]2[CH2:11][CH2:10][C:9]3[S:12][C:13]([C:15]4[CH:23]=[CH:22][C:18]([C:19]([OH:21])=O)=[CH:17][CH:16]=4)=[N:14][C:8]=3[CH2:7][CH2:6]2)[CH2:4][CH2:3][CH2:2]1.[NH:24]1[CH2:28][CH2:27][CH2:26][CH2:25]1. Product: [CH:1]1([N:5]2[CH2:11][CH2:10][C:9]3[S:12][C:13]([C:15]4[CH:16]=[CH:17][C:18]([C:19]([N:24]5[CH2:28][CH2:27][CH2:26][CH2:25]5)=[O:21])=[CH:22][CH:23]=4)=[N:14][C:8]=3[CH2:7][CH2:6]2)[CH2:2][CH2:3][CH2:4]1. The catalyst class is: 4. (5) Reactant: [Cl:1]NC(=O)CCC(N)=O.[Br:10][C:11]1[CH:16]=[CH:15][C:14]([C:17]2[C:25]3[C:24]([OH:26])=[C:23]([C:27]#[N:28])[C:22](=[O:29])[NH:21][C:20]=3[S:19][CH:18]=2)=[CH:13][CH:12]=1. Product: [Br:10][C:11]1[CH:12]=[CH:13][C:14]([C:17]2[C:25]3[C:24]([OH:26])=[C:23]([C:27]#[N:28])[C:22](=[O:29])[NH:21][C:20]=3[S:19][C:18]=2[Cl:1])=[CH:15][CH:16]=1. The catalyst class is: 15. (6) Reactant: [N:1]1[C:10]2[C:5](=[CH:6][CH:7]=[CH:8][CH:9]=2)[CH:4]=[CH:3][C:2]=1[CH2:11][O:12][C:13]1[CH:18]=[CH:17][C:16]([C:19]2[CH:24]=[CH:23][CH:22]=[CH:21][C:20]=2OS(C(F)(F)F)(=O)=O)=[CH:15][CH:14]=1.[N:33]1[CH:38]=[CH:37][C:36](B(O)O)=[CH:35][C:34]=1[CH3:42].C([O-])([O-])=O.[Na+].[Na+]. Product: [CH3:42][C:34]1[CH:35]=[C:36]([C:20]2[CH:21]=[CH:22][CH:23]=[CH:24][C:19]=2[C:16]2[CH:17]=[CH:18][C:13]([O:12][CH2:11][C:2]3[CH:3]=[CH:4][C:5]4[C:10](=[CH:9][CH:8]=[CH:7][CH:6]=4)[N:1]=3)=[CH:14][CH:15]=2)[CH:37]=[CH:38][N:33]=1. The catalyst class is: 12. (7) Reactant: Cl.[CH2:2]([O:4][C:5](=[O:9])[CH2:6][CH2:7][NH2:8])[CH3:3].CCN(CC)CC.[C:17]1([CH2:23][CH2:24][CH2:25][C:26](Cl)=[O:27])[CH:22]=[CH:21][CH:20]=[CH:19][CH:18]=1. Product: [CH2:2]([O:4][C:5](=[O:9])[CH2:6][CH2:7][NH:8][C:26](=[O:27])[CH2:25][CH2:24][CH2:23][C:17]1[CH:22]=[CH:21][CH:20]=[CH:19][CH:18]=1)[CH3:3]. The catalyst class is: 11. (8) Reactant: [C:1](=O)([O-])[O-].[K+].[K+].CI.[N:9]1([C:15]2[N:16]=[C:17]([CH2:22][C:23]([O:25][CH2:26][CH3:27])=[O:24])[NH:18][C:19](=[O:21])[CH:20]=2)[CH2:14][CH2:13][O:12][CH2:11][CH2:10]1. Product: [CH3:1][N:18]1[C:19](=[O:21])[CH:20]=[C:15]([N:9]2[CH2:10][CH2:11][O:12][CH2:13][CH2:14]2)[N:16]=[C:17]1[CH2:22][C:23]([O:25][CH2:26][CH3:27])=[O:24]. The catalyst class is: 12. (9) The catalyst class is: 24. Product: [Cl:1][C:2]1[C:3]([C:24]([OH:26])=[O:25])=[C:4]2[CH:9]=[CH:8][CH:7]=[N:6][N:5]2[C:10]=1[CH:11]([CH:13]1[CH2:14][CH2:15][N:16]([CH2:19][C:20]([OH:23])([CH3:22])[CH3:21])[CH2:17][CH2:18]1)[CH3:12]. Reactant: [Cl:1][C:2]1[C:3]([C:24]([O:26]CC)=[O:25])=[C:4]2[CH:9]=[CH:8][CH:7]=[N:6][N:5]2[C:10]=1[CH:11]([CH:13]1[CH2:18][CH2:17][N:16]([CH2:19][C:20]([OH:23])([CH3:22])[CH3:21])[CH2:15][CH2:14]1)[CH3:12].[OH-].[Na+].Cl.